From a dataset of Catalyst prediction with 721,799 reactions and 888 catalyst types from USPTO. Predict which catalyst facilitates the given reaction. (1) Reactant: [OH-:1].[Na+].[C:3]1([OH:9])[CH:8]=[CH:7][CH:6]=[CH:5][CH:4]=1.[C:10](Cl)(Cl)=[O:11]. Product: [C:10](=[O:11])([O:1][C:3]1[CH:8]=[CH:7][CH:6]=[CH:5][CH:4]=1)[O:9][C:3]1[CH:8]=[CH:7][CH:6]=[CH:5][CH:4]=1. The catalyst class is: 2. (2) Reactant: [CH:1]([O:4][C:5]1[N:10]=[C:9]([O:11][CH2:12][C:13]2[CH:18]=[CH:17][CH:16]=[CH:15][C:14]=2[CH2:19][C:20]([O:22][CH3:23])=[O:21])[CH:8]=[C:7]([C:24]([F:27])([F:26])[F:25])[N:6]=1)([CH3:3])[CH3:2].[H-].[Na+].[CH:30]([O:33]C1N=C(O)C=C(C(F)(F)F)N=1)(C)C.C(OC)=O. Product: [OH:33][CH:30]=[C:19]([C:14]1[CH:15]=[CH:16][CH:17]=[CH:18][C:13]=1[CH2:12][O:11][C:9]1[CH:8]=[C:7]([C:24]([F:26])([F:27])[F:25])[N:6]=[C:5]([O:4][CH:1]([CH3:3])[CH3:2])[N:10]=1)[C:20]([O:22][CH3:23])=[O:21]. The catalyst class is: 9. (3) Reactant: [Br:1][C:2]1[C:3](Cl)=[N:4][CH:5]=[C:6]([N+:8]([O-:10])=[O:9])[CH:7]=1.[F:12][C:13]1[CH:18]=[C:17]([F:19])[CH:16]=[CH:15][C:14]=1[OH:20].C(=O)([O-])[O-].[Cs+].[Cs+]. Product: [Br:1][C:2]1[C:3]([O:20][C:14]2[CH:15]=[CH:16][C:17]([F:19])=[CH:18][C:13]=2[F:12])=[N:4][CH:5]=[C:6]([N+:8]([O-:10])=[O:9])[CH:7]=1. The catalyst class is: 16. (4) Reactant: [C:1]([O:5][C@@H:6]([C:12]1[C:13]([CH3:34])=[N:14][C:15]2[N:16]([N:26]=[C:27]([C:29]([O:31]CC)=[O:30])[CH:28]=2)[C:17]=1[C:18]1[CH:23]=[CH:22][CH:21]=[CH:20][C:19]=1[CH:24]=[CH2:25])[C:7]([O:9][CH2:10][CH3:11])=[O:8])([CH3:4])([CH3:3])[CH3:2].[OH-].[Na+].O.Cl. Product: [C:1]([O:5][C@@H:6]([C:12]1[C:13]([CH3:34])=[N:14][C:15]2[N:16]([N:26]=[C:27]([C:29]([OH:31])=[O:30])[CH:28]=2)[C:17]=1[C:18]1[CH:23]=[CH:22][CH:21]=[CH:20][C:19]=1[CH:24]=[CH2:25])[C:7]([O:9][CH2:10][CH3:11])=[O:8])([CH3:2])([CH3:3])[CH3:4]. The catalyst class is: 1. (5) The catalyst class is: 21. Product: [F:1][C:2]1[CH:3]=[C:4]([O:11][CH3:12])[CH:5]=[CH:6][C:7]=1[N+:8]([O-:10])=[O:9]. Reactant: [F:1][C:2]1[CH:3]=[C:4]([OH:11])[CH:5]=[CH:6][C:7]=1[N+:8]([O-:10])=[O:9].[C:12]([O-])([O-])=O.[K+].[K+].CI. (6) Reactant: Br[C:2]1[CH:3]=[N:4][N:5]2[C:10]([C:11]3[CH:16]=[CH:15][C:14]([CH3:17])=[CH:13][CH:12]=3)=[C:9]([CH:18]([CH2:24][CH2:25][CH3:26])[C:19]([O:21][CH2:22][CH3:23])=[O:20])[C:8]([CH3:27])=[N:7][C:6]=12.[C:28]1(B(O)O)[CH:33]=[CH:32][CH:31]=[CH:30][CH:29]=1.C(N(C(C)C)CC)(C)C. Product: [CH3:27][C:8]1[C:9]([CH:18]([CH2:24][CH2:25][CH3:26])[C:19]([O:21][CH2:22][CH3:23])=[O:20])=[C:10]([C:11]2[CH:16]=[CH:15][C:14]([CH3:17])=[CH:13][CH:12]=2)[N:5]2[N:4]=[CH:3][C:2]([C:28]3[CH:33]=[CH:32][CH:31]=[CH:30][CH:29]=3)=[C:6]2[N:7]=1. The catalyst class is: 149.